This data is from Full USPTO retrosynthesis dataset with 1.9M reactions from patents (1976-2016). The task is: Predict the reactants needed to synthesize the given product. Given the product [C:12]12([C:13]3[CH:18]=[CH:17][CH:16]=[CH:15][C:14]=3[NH:19][C:10](=[O:27])[O:11]1)[CH2:8][CH2:7][CH2:6][CH2:5]2, predict the reactants needed to synthesize it. The reactants are: [Mg].II.Br[CH2:5][CH2:6][CH2:7][CH2:8]Br.[CH3:10][O:11][C:12](=O)[C:13]1[CH:18]=[CH:17][CH:16]=[CH:15][C:14]=1[NH2:19].C1N=CN(C(N2C=NC=C2)=[O:27])C=1.